The task is: Predict the reaction yield, written as a fraction of the theoretical maximum amount of product (1.0 means a 100% yield; for example, 0.34 means a 34% yield).. This data is from Reaction yield outcomes from USPTO patents with 853,638 reactions. (1) The reactants are [CH3:1][O:2][C:3]1[CH:12]=[CH:11][C:10]2[NH:9][C:8](=[O:13])[C:7]3[S:14][C:15]([CH3:17])=[CH:16][C:6]=3[C:5]=2[CH:4]=1.[Br:18]N1C(=O)CCC1=O. The product is [Br:18][C:4]1[C:5]2[C:6]3[CH:16]=[C:15]([CH3:17])[S:14][C:7]=3[C:8](=[O:13])[NH:9][C:10]=2[CH:11]=[CH:12][C:3]=1[O:2][CH3:1]. The yield is 0.400. No catalyst specified. (2) The reactants are [Br:1][C:2]1[CH:3]=[N:4][N:5]([C:7]([CH3:14])([CH3:13])[C:8](OCC)=[O:9])[CH:6]=1.[BH4-].[Na+]. The catalyst is CO. The product is [Br:1][C:2]1[CH:3]=[N:4][N:5]([C:7]([CH3:14])([CH3:13])[CH2:8][OH:9])[CH:6]=1. The yield is 0.890. (3) The reactants are [CH3:1][O:2][C:3]1[CH:4]=[C:5]2[C:10](=[CH:11][C:12]=1[O:13][CH3:14])[N:9]=[CH:8][N:7]=[C:6]2[O:15][C:16]1[CH:22]=[CH:21][C:19]([NH2:20])=[CH:18][CH:17]=1.C(N(CC)CC)C.[C:30](Cl)(Cl)=[S:31].[N:34]1([CH2:40][CH2:41][NH2:42])[CH2:39][CH2:38][CH2:37][CH2:36][CH2:35]1. The catalyst is CN(C)C=O.C(OCC)(=O)C. The product is [CH3:1][O:2][C:3]1[CH:4]=[C:5]2[C:10](=[CH:11][C:12]=1[O:13][CH3:14])[N:9]=[CH:8][N:7]=[C:6]2[O:15][C:16]1[CH:22]=[CH:21][C:19]([NH:20][C:30]([NH:42][CH2:41][CH2:40][N:34]2[CH2:39][CH2:38][CH2:37][CH2:36][CH2:35]2)=[S:31])=[CH:18][CH:17]=1. The yield is 0.450. (4) The reactants are [F:1][C:2]1[CH:3]=[C:4]([SH:11])[C:5](=[CH:9][CH:10]=1)[C:6]([OH:8])=O.[C:12]([C:14]1[CH:19]=[C:18]([CH2:20][CH2:21][C:22]([O:24][C:25]([CH3:28])([CH3:27])[CH3:26])=[O:23])[CH:17]=[CH:16][N:15]=1)#[N:13]. The catalyst is N1C=CC=CC=1. The product is [F:1][C:2]1[CH:10]=[CH:9][C:5]2[C:6](=[O:8])[N:13]=[C:12]([C:14]3[CH:19]=[C:18]([CH2:20][CH2:21][C:22]([O:24][C:25]([CH3:28])([CH3:27])[CH3:26])=[O:23])[CH:17]=[CH:16][N:15]=3)[S:11][C:4]=2[CH:3]=1. The yield is 0.540. (5) The reactants are [CH3:1][O:2][C:3]1[CH:4]=[C:5]2[C:10](=[CH:11][CH:12]=1)[C:9](=[CH:13][C:14]([O:16][CH2:17][CH3:18])=[O:15])[CH2:8][CH2:7][CH2:6]2.[H][H]. The catalyst is C(O)C.[Pd]. The product is [CH3:1][O:2][C:3]1[CH:4]=[C:5]2[C:10](=[CH:11][CH:12]=1)[CH:9]([CH2:13][C:14]([O:16][CH2:17][CH3:18])=[O:15])[CH2:8][CH2:7][CH2:6]2. The yield is 0.887.